Regression/Classification. Given a drug SMILES string, predict its toxicity properties. Task type varies by dataset: regression for continuous values (e.g., LD50, hERG inhibition percentage) or binary classification for toxic/non-toxic outcomes (e.g., AMES mutagenicity, cardiotoxicity, hepatotoxicity). Dataset: ames. From a dataset of Ames mutagenicity test results for genotoxicity prediction. (1) The molecule is O=[N+]([O-])c1cccc2c([N+](=O)[O-])cccc12. The result is 1 (mutagenic). (2) The molecule is O=C(O)C1OC(Oc2ccc3ccc4cc5ccccc5c5ccc2c3c45)C(O)C(O)C1O. The result is 0 (non-mutagenic). (3) The drug is Fc1ccccc1. The result is 1 (mutagenic). (4) The drug is O=[N+]([O-])/C=C/c1ccco1. The result is 0 (non-mutagenic). (5) The result is 1 (mutagenic). The molecule is CC(Br)C(=O)Nc1ccccc1.